This data is from Forward reaction prediction with 1.9M reactions from USPTO patents (1976-2016). The task is: Predict the product of the given reaction. (1) Given the reactants [N+:1]([C:4]1[CH:10]=[C:9]([O:11][C:12]([F:15])([F:14])[F:13])[CH:8]=[CH:7][C:5]=1[NH2:6])([O-:3])=[O:2].[H-].[Na+].[CH3:18]I.[Cl-].[NH4+], predict the reaction product. The product is: [CH3:18][NH:6][C:5]1[CH:7]=[CH:8][C:9]([O:11][C:12]([F:13])([F:14])[F:15])=[CH:10][C:4]=1[N+:1]([O-:3])=[O:2]. (2) Given the reactants I.CNC(=N)SC.CNC.C(N1C[CH2:22][N:21]([C:24]2[N:28]([CH3:29])[C:27]([CH:30]=[O:31])=[CH:26][N:25]=2)[CH2:20]C1)C1C=CC=CC=1.C(N1C[CH2:43][N:42]([C:45]2[N:46]([CH3:52])[CH:47]=[C:48]([CH:50]=[O:51])[N:49]=2)[CH2:41]C1)C1C=CC=CC=1, predict the reaction product. The product is: [CH3:20][N:21]([CH3:22])[C:24]1[N:28]([CH3:29])[C:27]([CH:30]=[O:31])=[CH:26][N:25]=1.[CH3:41][N:42]([CH3:43])[C:45]1[N:46]([CH3:52])[CH:47]=[C:48]([CH:50]=[O:51])[N:49]=1. (3) Given the reactants C1C=C[NH+]=CC=1.[O-][Cr](Cl)(=O)=O.[C:12]([Si:16]([C:29]1[CH:34]=[CH:33][CH:32]=[CH:31][CH:30]=1)([C:23]1[CH:28]=[CH:27][CH:26]=[CH:25][CH:24]=1)[O:17][CH2:18][CH2:19][CH2:20][CH2:21][OH:22])([CH3:15])([CH3:14])[CH3:13], predict the reaction product. The product is: [C:12]([Si:16]([C:23]1[CH:28]=[CH:27][CH:26]=[CH:25][CH:24]=1)([C:29]1[CH:34]=[CH:33][CH:32]=[CH:31][CH:30]=1)[O:17][CH2:18][CH2:19][CH2:20][CH:21]=[O:22])([CH3:15])([CH3:13])[CH3:14]. (4) Given the reactants [C:1]([O:6][CH2:7][CH2:8][S:9][CH2:10][C:11]([O:13]C(C)(C)C)=[O:12])(=[O:5])[C:2]([CH3:4])=[CH2:3].COC1C=CC(O)=CC=1.C(Cl)(Cl)Cl.CO.CC(O)=O, predict the reaction product. The product is: [C:1]([O:6][CH2:7][CH2:8][S:9][CH2:10][C:11]([OH:13])=[O:12])(=[O:5])[C:2]([CH3:4])=[CH2:3]. (5) Given the reactants [C:1]1([OH:7])[CH:6]=[CH:5][CH:4]=[CH:3][CH:2]=1.[CH2:8](Br)[CH2:9][CH2:10][CH2:11][CH2:12][CH2:13][CH2:14][CH2:15][CH2:16][CH2:17][CH2:18][CH3:19].C(=O)([O-])[O-].[K+].[K+], predict the reaction product. The product is: [CH2:19]([O:7][C:1]1[CH:6]=[CH:5][CH:4]=[CH:3][CH:2]=1)[CH2:18][CH2:17][CH2:16][CH2:15][CH2:14][CH2:13][CH2:12][CH2:11][CH2:10][CH2:9][CH3:8].